Dataset: Reaction yield outcomes from USPTO patents with 853,638 reactions. Task: Predict the reaction yield, written as a fraction of the theoretical maximum amount of product (1.0 means a 100% yield; for example, 0.34 means a 34% yield). (1) The reactants are Cl[C:2]1[C:3]2[NH:10][CH:9]=[CH:8][C:4]=2[N:5]=[CH:6][N:7]=1.[NH2:11][C:12]1[CH:17]=[CH:16][C:15]([OH:18])=[CH:14][C:13]=1[Cl:19].C(=O)([O-])[O-].[K+].[K+].CN1CCCC1=O. The catalyst is O. The product is [Cl:19][C:13]1[CH:14]=[C:15]([O:18][C:2]2[C:3]3[NH:10][CH:9]=[CH:8][C:4]=3[N:5]=[CH:6][N:7]=2)[CH:16]=[CH:17][C:12]=1[NH2:11]. The yield is 0.440. (2) The reactants are [OH:1][N:2]=[C:3]([C:5]1[CH:10]=[CH:9][CH:8]=[C:7]([CH2:11][N:12]2[C:20]3[C:15](=[CH:16][CH:17]=[CH:18][CH:19]=3)[C:14]3([CH2:24][O:23][C:22]4[CH:25]=[C:26]5[C:30](=[CH:31][C:21]3=4)[CH2:29][CH2:28][O:27]5)[C:13]2=[O:32])[CH:6]=1)[NH2:4].[C:33](Cl)(=O)[CH3:34]. The catalyst is N1C=CC=CC=1. The product is [CH3:33][C:34]1[O:1][N:2]=[C:3]([C:5]2[CH:6]=[C:7]([CH:8]=[CH:9][CH:10]=2)[CH2:11][N:12]2[C:20]3[C:15](=[CH:16][CH:17]=[CH:18][CH:19]=3)[C:14]3([CH2:24][O:23][C:22]4[CH:25]=[C:26]5[C:30](=[CH:31][C:21]3=4)[CH2:29][CH2:28][O:27]5)[C:13]2=[O:32])[N:4]=1. The yield is 0.710. (3) The reactants are [CH3:1][O:2][C:3](=[O:27])[C:4]1[C:9]([O:10]COC)=[CH:8][C:7]([O:14]COC)=[CH:6][C:5]=1[CH2:18][O:19][CH2:20][C:21]1[CH:26]=[CH:25][CH:24]=[CH:23][CH:22]=1.Cl. The catalyst is C(O)C. The product is [CH3:1][O:2][C:3](=[O:27])[C:4]1[C:9]([OH:10])=[CH:8][C:7]([OH:14])=[CH:6][C:5]=1[CH2:18][O:19][CH2:20][C:21]1[CH:26]=[CH:25][CH:24]=[CH:23][CH:22]=1. The yield is 1.00. (4) The yield is 0.170. The reactants are [Cl:1][C:2]1[CH:12]=[CH:11][CH:10]=[CH:9][C:3]=1[CH2:4][NH:5][CH:6]([CH3:8])[CH3:7].[Cl:13][C:14]1[N:18]([CH2:19][C:20]2[CH:25]=[C:24]([Cl:26])[CH:23]=[C:22]([Cl:27])[CH:21]=2)[N:17]=[N:16][C:15]=1[C:28](O)=[O:29].CCN=C=NCCCN(C)C.C1C=NC2N(O)N=NC=2C=1.CCN(C(C)C)C(C)C. The product is [Cl:1][C:2]1[CH:12]=[CH:11][CH:10]=[CH:9][C:3]=1[CH2:4][N:5]([CH:6]([CH3:8])[CH3:7])[C:28]([C:15]1[N:16]=[N:17][N:18]([CH2:19][C:20]2[CH:25]=[C:24]([Cl:26])[CH:23]=[C:22]([Cl:27])[CH:21]=2)[C:14]=1[Cl:13])=[O:29]. The catalyst is CN(C=O)C. (5) The reactants are I[C:2]1[C:3]2[CH:11]=[CH:10][C:9]([O:12][CH3:13])=[C:8]([O:14][CH:15]([CH3:17])[CH3:16])[C:4]=2[S:5][C:6]=1[CH3:7].IC1C2C=CC(OC)=CC=2SC=1C. No catalyst specified. The product is [CH:15]([O:14][C:8]1[C:4]2[S:5][C:6]([CH3:7])=[CH:2][C:3]=2[CH:11]=[CH:10][C:9]=1[O:12][CH3:13])([CH3:17])[CH3:16]. The yield is 0.670. (6) The reactants are [CH:1]1[C:9]2[C:8]3[CH:10]=[CH:11][CH:12]=[CH:13][C:7]=3[S:6][C:5]=2[C:4](B(O)O)=[CH:3][CH:2]=1.Br[C:18]1[CH:23]=[CH:22][CH:21]=[CH:20][CH:19]=1.[O-]P([O-])([O-])=O.[K+].[K+].[K+].C1(C)C=CC=CC=1. The catalyst is C1C=CC(/C=C/C(/C=C/C2C=CC=CC=2)=O)=CC=1.C1C=CC(/C=C/C(/C=C/C2C=CC=CC=2)=O)=CC=1.C1C=CC(/C=C/C(/C=C/C2C=CC=CC=2)=O)=CC=1.[Pd].[Pd].O. The product is [C:18]1([C:4]2[C:5]3[S:6][C:7]4[CH:13]=[CH:12][CH:11]=[CH:10][C:8]=4[C:9]=3[CH:1]=[CH:2][CH:3]=2)[CH:23]=[CH:22][CH:21]=[CH:20][CH:19]=1. The yield is 0.830. (7) The reactants are [CH:1]1([C:4]2[NH:8][C:7]3[CH:9]=[C:10]([C:16]4[C:17]([CH3:22])=[N:18][O:19][C:20]=4[CH3:21])[CH:11]=[C:12]([C:13]([OH:15])=O)[C:6]=3[N:5]=2)[CH2:3][CH2:2]1.CN([C:26]([O:30][N:31]1N=NC2C=CC=N[C:32]1=2)=[N+](C)C)C.F[P-](F)(F)(F)(F)F.Cl.C(N(CC)CC)C. The catalyst is CN(C=O)C.CCOC(C)=O. The product is [CH:1]1([C:4]2[NH:8][C:7]3[CH:9]=[C:10]([C:16]4[C:17]([CH3:22])=[N:18][O:19][C:20]=4[CH3:21])[CH:11]=[C:12]([C:13]([N:31]([O:30][CH3:26])[CH3:32])=[O:15])[C:6]=3[N:5]=2)[CH2:2][CH2:3]1. The yield is 1.00.